From a dataset of Peptide-MHC class II binding affinity with 134,281 pairs from IEDB. Regression. Given a peptide amino acid sequence and an MHC pseudo amino acid sequence, predict their binding affinity value. This is MHC class II binding data. (1) The peptide sequence is SIINHKFCNLSDAHK. The MHC is H-2-IAb with pseudo-sequence H-2-IAb. The binding affinity (normalized) is 0. (2) The peptide sequence is KSIIKARVVWKAIIE. The MHC is HLA-DPA10201-DPB10501 with pseudo-sequence HLA-DPA10201-DPB10501. The binding affinity (normalized) is 0.347. (3) The MHC is DRB1_0701 with pseudo-sequence DRB1_0701. The peptide sequence is KNYEHIAAYHFDLSG. The binding affinity (normalized) is 0.759. (4) The peptide sequence is AFKVAATGANAAPAN. The MHC is HLA-DPA10201-DPB11401 with pseudo-sequence HLA-DPA10201-DPB11401. The binding affinity (normalized) is 0.695.